From a dataset of P-glycoprotein inhibition data for predicting drug efflux from Broccatelli et al.. Regression/Classification. Given a drug SMILES string, predict its absorption, distribution, metabolism, or excretion properties. Task type varies by dataset: regression for continuous measurements (e.g., permeability, clearance, half-life) or binary classification for categorical outcomes (e.g., BBB penetration, CYP inhibition). Dataset: pgp_broccatelli. (1) The compound is COc1ccc([C@@H]2Oc3cc(-c4oc5cc(O)cc(O)c5c(=O)c4O)ccc3O[C@@H]2CO)cc1OC. The result is 1 (inhibitor). (2) The drug is C1CCc2nnnn2CC1. The result is 1 (inhibitor). (3) The compound is COc1cc([C@H]2c3cc4c(cc3[C@H](O)[C@H]3COC(=O)C23)OCO4)cc(OC)c1OC. The result is 0 (non-inhibitor). (4) The compound is COc1cccc(CCc2ccccc2OCCCN2CCc3cc(OC)c(OC)cc3C2)c1. The result is 1 (inhibitor). (5) The drug is COc1cc(O)ccc1OCCNC[C@H](O)COc1cccc2[nH]c3ccccc3c12. The result is 0 (non-inhibitor). (6) The molecule is CN1CCC(OC(c2ccccc2)c2ccccc2)CC1. The result is 0 (non-inhibitor). (7) The compound is N[C@H](Cn1ccc(=O)c(O)c1)C(=O)O. The result is 0 (non-inhibitor). (8) The drug is COc1cccc(CCc2ccccc2OCc2cc(OC)cc(OC)c2)c1. The result is 1 (inhibitor). (9) The drug is CCN(CC)c1ccc(-c2nc(-c3ccc(/C=C/C(=O)OC)cc3)[nH]c2-c2ccc(N(CC)CC)cc2)cc1. The result is 1 (inhibitor). (10) The drug is CCOC/C=C/c1ccc(-c2nc(-c3ccc(NC)cc3)c(-c3ccc(N(C)C)cc3)[nH]2)cc1. The result is 1 (inhibitor).